The task is: Predict the product of the given reaction.. This data is from Forward reaction prediction with 1.9M reactions from USPTO patents (1976-2016). (1) Given the reactants O[CH2:2][CH2:3][N:4]1[CH2:10][C:9]2[CH:11]=[CH:12][CH:13]=[CH:14][C:8]=2[NH:7][CH2:6][C:5]1=[O:15].[CH3:16][S:17]([NH:20][C:21](=[O:27])[O:22][C:23]([CH3:26])([CH3:25])[CH3:24])(=[O:19])=[O:18].C1(P(C2C=CC=CC=2)C2C=CC=CC=2)C=CC=CC=1, predict the reaction product. The product is: [CH3:16][S:17]([N:20]([CH2:2][CH2:3][N:4]1[CH2:10][C:9]2[CH:11]=[CH:12][CH:13]=[CH:14][C:8]=2[NH:7][CH2:6][C:5]1=[O:15])[C:21](=[O:27])[O:22][C:23]([CH3:25])([CH3:24])[CH3:26])(=[O:19])=[O:18]. (2) Given the reactants [CH3:1][O:2][C:3]1C(O)=C[CH:6]=[C:5](/[CH:10]=[CH:11]/[C:12]([CH2:14][C:15](/[CH:17]=[CH:18]/[C:19]2[CH:27]=[C:24]([O:25][CH3:26])[C:22]([OH:23])=[CH:21][CH:20]=2)=[O:16])=[O:13])[CH:4]=1.[N+](=[CH2:30])=[N-].C[CH2:32][O:33][CH2:34][CH3:35], predict the reaction product. The product is: [CH3:32][O:33][C:34]1[CH:35]=[CH:6][C:5](/[CH:10]=[CH:11]/[C:12](/[OH:13])=[CH:14]/[C:15](/[CH:17]=[CH:18]/[C:19]2[CH:20]=[CH:21][C:22]([O:23][CH3:30])=[C:24]([O:25][CH3:26])[CH:27]=2)=[O:16])=[CH:4][C:3]=1[O:2][CH3:1]. (3) Given the reactants [CH:1]1([CH:7]([C:18]2[CH:22]=[C:21]([C:23]3[CH:28]=[CH:27][C:26]([C:29]([F:32])([F:31])[F:30])=[CH:25][CH:24]=3)[O:20][C:19]=2[CH2:33][O:34][CH2:35][CH3:36])[O:8][C:9]2[CH:17]=[CH:16][C:12]([C:13](O)=[O:14])=[CH:11][CH:10]=2)[CH2:6][CH2:5][CH2:4][CH2:3][CH2:2]1.[CH3:37][NH:38][CH2:39][CH2:40][C:41]([O:43]CC)=[O:42].Cl.C(N=C=NCCCN(C)C)C.O.OC1C2N=NNC=2C=CC=1, predict the reaction product. The product is: [CH:1]1([CH:7]([C:18]2[CH:22]=[C:21]([C:23]3[CH:24]=[CH:25][C:26]([C:29]([F:30])([F:31])[F:32])=[CH:27][CH:28]=3)[O:20][C:19]=2[CH2:33][O:34][CH2:35][CH3:36])[O:8][C:9]2[CH:10]=[CH:11][C:12]([C:13]([N:38]([CH3:37])[CH2:39][CH2:40][C:41]([OH:43])=[O:42])=[O:14])=[CH:16][CH:17]=2)[CH2:6][CH2:5][CH2:4][CH2:3][CH2:2]1. (4) Given the reactants C[O:2][C:3](=[O:20])[C:4]1[CH:9]=[C:8]([C:10]2[CH:11]=[N:12][C:13]3[NH:14][CH2:15][CH2:16][CH2:17][C:18]=3[CH:19]=2)[CH:7]=[N:6][CH:5]=1.[C:21]([N:29]=C=O)(=[O:28])C1C=CC=CC=1.C([O-])([O-])=O.[K+].[K+], predict the reaction product. The product is: [C:21]([N:14]1[C:13]2[N:12]=[CH:11][C:10]([C:8]3[CH:7]=[N:6][CH:5]=[C:4]([CH:9]=3)[C:3]([OH:2])=[O:20])=[CH:19][C:18]=2[CH2:17][CH2:16][CH2:15]1)(=[O:28])[NH2:29]. (5) Given the reactants Br[C:2]1[N:10]2[C:5]([C:6]([S:13][CH3:14])=[N:7][C:8]([S:11][CH3:12])=[N:9]2)=[N:4][CH:3]=1.C[C:16]([N:18](C)C)=O, predict the reaction product. The product is: [CH3:12][S:11][C:8]1[N:7]=[C:6]([S:13][CH3:14])[C:5]2=[N:4][CH:3]=[C:2]([C:16]#[N:18])[N:10]2[N:9]=1.